This data is from Catalyst prediction with 721,799 reactions and 888 catalyst types from USPTO. The task is: Predict which catalyst facilitates the given reaction. Reactant: C(N(C(C)C)C(C)C)C.[CH3:10][C:11]1[C:12]([N:17]([CH2:36][O:37][CH2:38][CH2:39][O:40][CH3:41])[S:18]([C:21]2[S:22][C:23]([CH3:35])=[CH:24][C:25]=2[C:26]2[CH:31]=[CH:30][C:29]([CH2:32][OH:33])=[CH:28][C:27]=2[CH3:34])(=[O:20])=[O:19])=[N:13][O:14][C:15]=1[CH3:16].[CH3:42][S:43](Cl)(=[O:45])=[O:44]. Product: [CH3:10][C:11]1[C:12]([N:17]([CH2:36][O:37][CH2:38][CH2:39][O:40][CH3:41])[S:18]([C:21]2[S:22][C:23]([CH3:35])=[CH:24][C:25]=2[C:26]2[CH:31]=[CH:30][C:29]([CH2:32][O:33][S:43]([CH3:42])(=[O:45])=[O:44])=[CH:28][C:27]=2[CH3:34])(=[O:20])=[O:19])=[N:13][O:14][C:15]=1[CH3:16]. The catalyst class is: 4.